The task is: Predict the product of the given reaction.. This data is from Forward reaction prediction with 1.9M reactions from USPTO patents (1976-2016). (1) Given the reactants [H-].[Na+].[NH:3]1[C:7]2=[N:8][CH:9]=[CH:10][CH:11]=[C:6]2[CH:5]=[CH:4]1.Br[CH2:13][CH2:14][CH2:15][CH2:16][CH3:17], predict the reaction product. The product is: [CH2:13]([N:3]1[C:7]2=[N:8][CH:9]=[CH:10][CH:11]=[C:6]2[CH:5]=[CH:4]1)[CH2:14][CH2:15][CH2:16][CH3:17]. (2) The product is: [CH3:22][O:21][C:12]1[CH:13]=[CH:14][C:15]([C:17]([F:20])([F:19])[F:18])=[CH:16][C:11]=1[NH:10][C:6]1[C:5]2[N:4]([N:3]=[C:2]([NH:34][C:33]3[CH:35]=[CH:36][CH:37]=[C:31]([N:28]4[CH2:27][CH2:26][N:25]([CH3:24])[CH2:30][CH2:29]4)[CH:32]=3)[N:23]=2)[CH:9]=[CH:8][CH:7]=1. Given the reactants Cl[C:2]1[N:23]=[C:5]2[C:6]([NH:10][C:11]3[CH:16]=[C:15]([C:17]([F:20])([F:19])[F:18])[CH:14]=[CH:13][C:12]=3[O:21][CH3:22])=[CH:7][CH:8]=[CH:9][N:4]2[N:3]=1.[CH3:24][N:25]1[CH2:30][CH2:29][N:28]([C:31]2[CH:32]=[C:33]([CH:35]=[CH:36][CH:37]=2)[NH2:34])[CH2:27][CH2:26]1.C1(P(C2CCCCC2)C2C=CC=CC=2C2C=CC=CC=2P(C2CCCCC2)C2CCCCC2)CCCCC1, predict the reaction product. (3) Given the reactants Cl[C:2]1[C:7]([CH3:8])=[C:6](Cl)[N:5]2[N:10]=[CH:11][CH:12]=[C:4]2[N:3]=1.[NH:13]1[C:21]2[C:16](=CC=[CH:19][CH:20]=2)[CH2:15][CH2:14]1.Cl.C1(C)C=C(C)C=C(C)C=1[N+:31]1([C:36]2[C:41](C)=[CH:40][C:39]([CH3:43])=[CH:38][C:37]=2[CH3:44])[CH:35]=CN=C1.[Na].[Cl-].[NH4+], predict the reaction product. The product is: [CH3:8][C:7]1[C:2]([N:31]2[C:36]3[C:37](=[CH:38][C:39]([CH3:43])=[CH:40][CH:41]=3)[CH2:44][CH2:35]2)=[N:3][C:4]2[N:5]([N:10]=[CH:11][CH:12]=2)[C:6]=1[N:13]([CH2:21][CH2:20][CH3:19])[CH2:14][CH2:15][CH3:16]. (4) The product is: [Cl:15][C:16]1[CH:21]=[CH:20][C:19]([CH2:22][O:1][C:2]2[N:6]([C:7]3[CH:12]=[C:11]([C:13]#[N:14])[CH:10]=[CH:9][N:8]=3)[N:5]=[CH:4][CH:3]=2)=[C:18]([O:24][CH:25]([C:27]2[CH:28]=[CH:29][CH:30]=[CH:31][CH:32]=2)[CH3:26])[CH:17]=1. Given the reactants [OH:1][C:2]1[N:6]([C:7]2[CH:12]=[C:11]([C:13]#[N:14])[CH:10]=[CH:9][N:8]=2)[N:5]=[CH:4][CH:3]=1.[Cl:15][C:16]1[CH:21]=[CH:20][C:19]([CH2:22]O)=[C:18]([O:24][CH:25]([C:27]2[CH:32]=[CH:31][CH:30]=[CH:29][CH:28]=2)[CH3:26])[CH:17]=1, predict the reaction product. (5) Given the reactants C(C1C=CC=C(C(C)C)C=1N=[C:14]=[O:15])(C)C.[CH3:16][O:17][C:18]1[CH:23]=[CH:22][C:21]([NH:24][C:25]2([C:31]([NH2:33])=[O:32])[CH2:30][CH2:29]O[CH2:27][CH2:26]2)=[CH:20][CH:19]=1.[C:34]1(C)C=CC=CC=1, predict the reaction product. The product is: [CH3:16][O:17][C:18]1[CH:23]=[CH:22][C:21]([N:24]2[C:25]3([CH2:30][CH2:29][CH2:34][CH2:27][CH2:26]3)[C:31](=[O:32])[NH:33][C:14]2=[O:15])=[CH:20][CH:19]=1. (6) Given the reactants [CH3:1][O:2][C:3]1[CH:8]=[CH:7][N:6]=[C:5]([NH:9][C:10]([NH2:12])=[S:11])[CH:4]=1.Br[CH2:14][C:15]([C:17]1[CH:22]=[CH:21][N:20]=[CH:19][CH:18]=1)=O, predict the reaction product. The product is: [CH3:1][O:2][C:3]1[CH:8]=[CH:7][N:6]=[C:5]([NH:9][C:10]2[S:11][CH:14]=[C:15]([C:17]3[CH:22]=[CH:21][N:20]=[CH:19][CH:18]=3)[N:12]=2)[CH:4]=1. (7) Given the reactants [CH2:1]([C:4]1([S:7](Cl)(=[O:9])=[O:8])[CH2:6][CH2:5]1)[CH:2]=[CH2:3].[C:11]([O:15][C:16]([N:18]1[C:22]2=[C:23]([NH2:38])[C:24]([NH:29][C:30]3[CH:35]=[CH:34][C:33]([I:36])=[CH:32][C:31]=3[F:37])=[C:25]([CH3:28])[C:26](=[O:27])[N:21]2[CH2:20][CH2:19]1)=[O:17])([CH3:14])([CH3:13])[CH3:12].C(OC(=O)C)C, predict the reaction product. The product is: [C:11]([O:15][C:16]([N:18]1[C:22]2=[C:23]([NH:38][S:7]([C:4]3([CH2:1][CH:2]=[CH2:3])[CH2:6][CH2:5]3)(=[O:9])=[O:8])[C:24]([NH:29][C:30]3[CH:35]=[CH:34][C:33]([I:36])=[CH:32][C:31]=3[F:37])=[C:25]([CH3:28])[C:26](=[O:27])[N:21]2[CH2:20][CH2:19]1)=[O:17])([CH3:12])([CH3:13])[CH3:14].